From a dataset of Full USPTO retrosynthesis dataset with 1.9M reactions from patents (1976-2016). Predict the reactants needed to synthesize the given product. Given the product [C:10]1([CH:4]2[CH2:5][CH2:6][NH:7][CH2:8][CH2:9]2)[CH:15]=[CH:14][CH:13]=[CH:12][CH:11]=1, predict the reactants needed to synthesize it. The reactants are: Cl.C([C:4]1([C:10]2[CH:15]=[CH:14][CH:13]=[CH:12][CH:11]=2)[CH2:9][CH2:8][NH:7][CH2:6][CH2:5]1)#N.[OH-].[K+].C1(C)C=CC=CC=1.